Dataset: Peptide-MHC class I binding affinity with 185,985 pairs from IEDB/IMGT. Task: Regression. Given a peptide amino acid sequence and an MHC pseudo amino acid sequence, predict their binding affinity value. This is MHC class I binding data. (1) The binding affinity (normalized) is 0.397. The peptide sequence is QAKWRLQTL. The MHC is HLA-B14:02 with pseudo-sequence HLA-B14:02. (2) The peptide sequence is REVFYFGKF. The MHC is HLA-A11:01 with pseudo-sequence HLA-A11:01. The binding affinity (normalized) is 0.0847. (3) The peptide sequence is SVLLFLAFVV. The MHC is HLA-A02:03 with pseudo-sequence HLA-A02:03. The binding affinity (normalized) is 0.411. (4) The peptide sequence is VVFGINSLF. The MHC is H-2-Kb with pseudo-sequence H-2-Kb. The binding affinity (normalized) is 0.741.